Dataset: Reaction yield outcomes from USPTO patents with 853,638 reactions. Task: Predict the reaction yield, written as a fraction of the theoretical maximum amount of product (1.0 means a 100% yield; for example, 0.34 means a 34% yield). (1) The reactants are [CH3:1][N:2]([CH3:28])[C:3](=O)[CH2:4][CH2:5][C:6](=[O:26])[C:7]1[CH:12]=[CH:11][C:10]([N:13]2[CH2:18][CH2:17][N:16]([CH2:19][C:20]3[CH:25]=[CH:24][CH:23]=[CH:22][CH:21]=3)[CH2:15][CH2:14]2)=[CH:9][CH:8]=1.[H-].[Al+3].[Li+].[H-].[H-].[H-]. The catalyst is C(OCC)(=O)C.CO. The product is [CH3:28][N:2]([CH3:1])[CH2:3][CH2:4][CH2:5][CH:6]([C:7]1[CH:8]=[CH:9][C:10]([N:13]2[CH2:14][CH2:15][N:16]([CH2:19][C:20]3[CH:21]=[CH:22][CH:23]=[CH:24][CH:25]=3)[CH2:17][CH2:18]2)=[CH:11][CH:12]=1)[OH:26]. The yield is 0.610. (2) The reactants are [N:1]1([CH:6]2[CH2:15][CH2:14][C:13]([CH3:17])([CH3:16])[C:12]3[CH:11]=[C:10]([C:18]#[C:19][C:20]4[CH:28]=[CH:27][C:23](C([O-])=O)=[CH:22][CH:21]=4)[CH:9]=[CH:8][C:7]2=3)[CH:5]=[CH:4][N:3]=[CH:2]1.[OH-:29].[Na+].[O:31]1[CH2:35]C[CH2:33][CH2:32]1. The catalyst is C(O)C. The product is [N:1]1([CH:6]2[CH2:15][CH2:14][C:13]([CH3:17])([CH3:16])[C:12]3[CH:11]=[C:10]([C:18]#[C:19][C:20]4[CH:21]=[CH:22][C:23]([CH2:33][C:32]([O:31][CH3:35])=[O:29])=[CH:27][CH:28]=4)[CH:9]=[CH:8][C:7]2=3)[CH:5]=[CH:4][N:3]=[CH:2]1. The yield is 0.870. (3) The reactants are [Si](O[CH2:9][CH2:10][C:11]([OH:18])([C:16]#[CH:17])[C:12]([O:14]C)=[O:13])(C(C)(C)C)(C)C.[F-].C([N+](CCCC)(CCCC)CCCC)CCC. The catalyst is C1COCC1.C(OCC)(=O)C. The product is [C:16]([C:11]1([OH:18])[CH2:10][CH2:9][O:14][C:12]1=[O:13])#[CH:17]. The yield is 0.320. (4) The reactants are [CH2:1]([O:3][C:4]([C:6]1[CH:7]=[C:8]2[C:13](=[CH:14][CH:15]=1)[NH:12][CH:11]([C:16]1[CH:21]=[CH:20][CH:19]=[C:18](Br)[CH:17]=1)[C:10]([CH3:24])([CH3:23])[CH2:9]2)=[O:5])[CH3:2].[CH3:25][CH:26]1[O:31][CH:30]([CH3:32])[CH2:29][NH:28][CH2:27]1.Cl.CN(C)CC(O)=O.C(=O)([O-])[O-].[K+].[K+]. The catalyst is CS(C)=O.[Cu]I. The product is [CH2:1]([O:3][C:4]([C:6]1[CH:7]=[C:8]2[C:13](=[CH:14][CH:15]=1)[NH:12][CH:11]([C:16]1[CH:21]=[CH:20][CH:19]=[C:18]([N:28]3[CH2:27][CH:26]([CH3:25])[O:31][CH:30]([CH3:32])[CH2:29]3)[CH:17]=1)[C:10]([CH3:24])([CH3:23])[CH2:9]2)=[O:5])[CH3:2]. The yield is 0.800. (5) The reactants are [C:1]([C:4]1[CH:13]=[C:8]([C:9]([O:11][CH3:12])=[O:10])[C:7]([OH:14])=[CH:6][CH:5]=1)(=[O:3])[CH3:2].C(=O)([O-])[O-].[K+].[K+].[CH2:21](Br)[C:22]1[CH:27]=[CH:26][CH:25]=[CH:24][CH:23]=1. The catalyst is C(#N)C. The yield is 1.00. The product is [CH3:12][O:11][C:9](=[O:10])[C:8]1[CH:13]=[C:4]([C:1](=[O:3])[CH3:2])[CH:5]=[CH:6][C:7]=1[O:14][CH2:21][C:22]1[CH:27]=[CH:26][CH:25]=[CH:24][CH:23]=1. (6) The catalyst is CS(C)=O.C(#N)C.O.FC(F)(F)C(O)=O. The product is [NH2:1][C:2]1[N:10]=[CH:9][CH:8]=[CH:7][C:3]=1[C:4]([NH:23][CH2:22][C:20]1[S:21][C:17]([O:16][C:15]2[CH:24]=[CH:25][C:12]([Cl:11])=[CH:13][CH:14]=2)=[CH:18][CH:19]=1)=[O:6]. The yield is 0.249. The reactants are [NH2:1][C:2]1[N:10]=[CH:9][CH:8]=[CH:7][C:3]=1[C:4]([OH:6])=O.[Cl:11][C:12]1[CH:25]=[CH:24][C:15]([O:16][C:17]2[S:21][C:20]([CH2:22][NH2:23])=[CH:19][CH:18]=2)=[CH:14][CH:13]=1.F[P-](F)(F)(F)(F)F.N1([P+](N(C)C)(N(C)C)N(C)C)C2C=CC=CC=2N=N1.C(N(CC)CC)C. (7) The reactants are [F:1][C:2]1[C:3]([CH3:25])=[C:4]([C@:8]2([C:21]([O:23][CH3:24])=[O:22])[CH2:12][CH2:11][C:10](OS(C(F)(F)F)(=O)=O)=[CH:9]2)[CH:5]=[CH:6][CH:7]=1.CC1(C)C(C)(C)OB([C:34]2[CH:42]=[C:41]3[C:37]([CH:38]=[N:39][NH:40]3)=[CH:36][CH:35]=2)O1. No catalyst specified. The product is [F:1][C:2]1[C:3]([CH3:25])=[C:4]([C@:8]2([C:21]([O:23][CH3:24])=[O:22])[CH2:12][CH2:11][C:10]([C:34]3[CH:42]=[C:41]4[C:37]([CH:38]=[N:39][NH:40]4)=[CH:36][CH:35]=3)=[CH:9]2)[CH:5]=[CH:6][CH:7]=1. The yield is 0.560.